This data is from Forward reaction prediction with 1.9M reactions from USPTO patents (1976-2016). The task is: Predict the product of the given reaction. (1) Given the reactants [CH2:1]([O:3][C:4]([N:6]1[CH2:11][CH2:10][C@H:9]([NH:12][S:13]([C:16]2[C:25]3[C:20](=[CH:21][CH:22]=[CH:23][CH:24]=3)[C:19]([NH:26][C:27](=[O:35])[C:28]3[CH:33]=[CH:32][CH:31]=[CH:30][C:29]=3[CH3:34])=[CH:18][CH:17]=2)(=[O:15])=[O:14])[C@H:8]([C:36](OCC)=[O:37])[CH2:7]1)=[O:5])[CH3:2].C(OC(N1CCC(N)CC1)=O)(C)(C)C.N(C(C)C)=C=O.[BH4-].[Li+], predict the reaction product. The product is: [CH2:1]([O:3][C:4]([N:6]1[CH2:11][CH2:10][C@H:9]([NH:12][S:13]([C:16]2[C:25]3[C:20](=[CH:21][CH:22]=[CH:23][CH:24]=3)[C:19]([NH:26][C:27](=[O:35])[C:28]3[CH:33]=[CH:32][CH:31]=[CH:30][C:29]=3[CH3:34])=[CH:18][CH:17]=2)(=[O:14])=[O:15])[C@H:8]([CH2:36][OH:37])[CH2:7]1)=[O:5])[CH3:2]. (2) The product is: [C:25]([C:2]1[C:3]2[C:24]3[C:19]4[C:18](=[CH:17][CH:16]=[C:15]5[C:20]=4[C:21]4[C:12](=[CH:11][CH:10]=[C:9]6[C:22]=4[C:23]=3[C:6](=[CH:5][CH:4]=2)[CH:7]=[CH:8]6)[CH:13]=[CH:14]5)[CH:1]=1)(=[O:32])[C:26]1[CH:31]=[CH:30][CH:29]=[CH:28][CH:27]=1. Given the reactants [CH:1]1[C:18]2[C:19]3[C:24]4[C:3](=[CH:4][CH:5]=[C:6]5[C:23]=4[C:22]4[C:9](=[CH:10][CH:11]=[C:12]6[C:21]=4[C:20]=3[C:15](=[CH:16][CH:17]=2)[CH:14]=[CH:13]6)[CH:8]=[CH:7]5)[CH:2]=1.[C:25](Cl)(=[O:32])[C:26]1[CH:31]=[CH:30][CH:29]=[CH:28][CH:27]=1.ClCCCl.[Cl-].[Al+3].[Cl-].[Cl-], predict the reaction product. (3) The product is: [F:1][C:2]1[CH:3]=[C:4]2[C:8](=[C:9](/[CH:11]=[CH:12]/[C:13]([OH:15])=[O:14])[CH:10]=1)[NH:7][CH:6]=[C:5]2[CH3:17]. Given the reactants [F:1][C:2]1[CH:3]=[C:4]2[C:8](=[C:9]([CH:11]=[CH:12][C:13]([O:15]C)=[O:14])[CH:10]=1)[NH:7][CH:6]=[C:5]2[CH3:17].[OH-].[Na+], predict the reaction product. (4) Given the reactants C(OC([NH:8][C@H:9]([CH2:13][C:14]1[CH:19]=[CH:18][CH:17]=[CH:16][C:15]=1[F:20])[C:10]([OH:12])=[O:11])=O)(C)(C)C.S(Cl)([Cl:23])=O.[CH3:25]O, predict the reaction product. The product is: [ClH:23].[CH3:25][O:12][C:10](=[O:11])[C@H:9]([NH2:8])[CH2:13][C:14]1[CH:19]=[CH:18][CH:17]=[CH:16][C:15]=1[F:20]. (5) Given the reactants [CH:1]1([C:4]2[C:5]([O:13][C@@H:14]([CH3:19])[C:15]([F:18])([F:17])[F:16])=[CH:6][C:7]([C:10]([OH:12])=O)=[N:8][CH:9]=2)[CH2:3][CH2:2]1.[NH2:20][C:21]1([CH2:27][C:28]([NH2:30])=[O:29])[CH2:24][S:23](=[O:26])(=[O:25])[CH2:22]1, predict the reaction product. The product is: [NH2:30][C:28](=[O:29])[CH2:27][C:21]1([NH:20][C:10]([C:7]2[CH:6]=[C:5]([O:13][C@@H:14]([CH3:19])[C:15]([F:18])([F:17])[F:16])[C:4]([CH:1]3[CH2:2][CH2:3]3)=[CH:9][N:8]=2)=[O:12])[CH2:22][S:23](=[O:25])(=[O:26])[CH2:24]1. (6) Given the reactants [NH:1]([C:8]1[CH:16]=[CH:15][C:11]([C:12]([OH:14])=[O:13])=[CH:10][C:9]=1[N+:17]([O-])=O)[C:2]1[CH:7]=[CH:6][CH:5]=[CH:4][CH:3]=1, predict the reaction product. The product is: [NH2:17][C:9]1[CH:10]=[C:11]([CH:15]=[CH:16][C:8]=1[NH:1][C:2]1[CH:3]=[CH:4][CH:5]=[CH:6][CH:7]=1)[C:12]([OH:14])=[O:13]. (7) The product is: [CH3:33][S:30]([C:27]1[CH:28]=[CH:29][C:24]([O:7][C:8]2[C:13]3[CH:14]=[C:15]([CH3:17])[O:16][C:12]=3[CH:11]=[C:10]([C:18]([NH:40][C:37]3[CH:38]=[CH:39][N:35]([CH3:34])[N:36]=3)=[O:20])[CH:9]=2)=[CH:25][CH:26]=1)(=[O:32])=[O:31]. Given the reactants C([O-])([O-])=O.[Cs+].[Cs+].[OH:7][C:8]1[C:13]2[CH:14]=[C:15]([CH3:17])[O:16][C:12]=2[CH:11]=[C:10]([C:18]([O:20]CC)=O)[CH:9]=1.F[C:24]1[CH:29]=[CH:28][C:27]([S:30]([CH3:33])(=[O:32])=[O:31])=[CH:26][CH:25]=1.[CH3:34][N:35]1[CH:39]=[CH:38][C:37]([NH2:40])=[N:36]1.CN(C(ON1N=NC2C=CC=NC1=2)=[N+](C)C)C.F[P-](F)(F)(F)(F)F, predict the reaction product.